Dataset: Full USPTO retrosynthesis dataset with 1.9M reactions from patents (1976-2016). Task: Predict the reactants needed to synthesize the given product. Given the product [C:30]([NH:32][C:52]1[CH:51]=[C:50]([CH2:49][NH:1][C:2]2[N:3]=[CH:4][S:5][C:6]=2[C:7]([NH:9][C:10]2[CH:23]=[CH:22][C:13]3[O:14][C:15]([F:21])([F:20])[C:16]([F:18])([F:19])[O:17][C:12]=3[CH:11]=2)=[O:8])[CH:55]=[CH:54][N:53]=1)(=[O:31])[CH3:29], predict the reactants needed to synthesize it. The reactants are: [NH2:1][C:2]1[N:3]=[CH:4][S:5][C:6]=1[C:7]([NH:9][C:10]1[CH:23]=[CH:22][C:13]2[O:14][C:15]([F:21])([F:20])[C:16]([F:19])([F:18])[O:17][C:12]=2[CH:11]=1)=[O:8].NC1N=CS[C:29]=1[C:30]([NH:32]C1C=CC2OC(F)(F)OC=2C=1)=[O:31].CS(O[CH2:49][C:50]1[CH:55]=[CH:54][N:53]=[C:52](C(NC)=O)[CH:51]=1)(=O)=O.